From a dataset of Forward reaction prediction with 1.9M reactions from USPTO patents (1976-2016). Predict the product of the given reaction. (1) Given the reactants [H-].[Na+].P(=O)([O-])O[C:5](CC)([CH2:8][CH3:9])[C:6]#[N:7].O.[CH3:15][CH2:16][O:17][C:18]([CH3:20])=O.[CH2:21]1[CH2:25]O[CH2:23][CH2:22]1, predict the reaction product. The product is: [O:17]1[C:18]2[CH:20]=[CH:23][C:22]([C:8]([CH3:9])=[CH:5][C:6]#[N:7])=[CH:21][C:25]=2[CH2:15][CH2:16]1. (2) The product is: [F:13][C@H:11]1[CH2:12][N:8]([C:6]([O:5][C:1]([CH3:2])([CH3:3])[CH3:4])=[O:7])[C@H:9]([C:14](=[O:16])[NH:69][CH2:68][C:53]2[C:52]([O:51][CH3:50])=[CH:57][N:56]=[C:55]([C:58]3[CH:63]=[N:62][C:61]([C:64]([F:67])([F:66])[F:65])=[N:60][CH:59]=3)[CH:54]=2)[CH2:10]1. Given the reactants [C:1]([O:5][C:6]([N:8]1[CH2:12][C@H:11]([F:13])[CH2:10][C@H:9]1[C:14]([OH:16])=O)=[O:7])([CH3:4])([CH3:3])[CH3:2].CCN(C(C)C)C(C)C.CN(C(ON1N=NC2C=CC=NC1=2)=[N+](C)C)C.F[P-](F)(F)(F)(F)F.[CH3:50][O:51][C:52]1[C:53]([CH2:68][NH2:69])=[CH:54][C:55]([C:58]2[CH:59]=[N:60][C:61]([C:64]([F:67])([F:66])[F:65])=[N:62][CH:63]=2)=[N:56][CH:57]=1, predict the reaction product. (3) Given the reactants [H-].[Na+].[C:3](CP(=O)(OCC)OCC)#[N:4].[H][H].[CH2:16]([O:18][C:19](=[O:33])[CH2:20][O:21][C:22]1[CH:27]=[C:26]([O:28][CH3:29])[CH:25]=[CH:24][C:23]=1[C:30](=O)[CH3:31])[CH3:17].[CH2:34]1COCC1, predict the reaction product. The product is: [CH2:16]([O:18][C:19](=[O:33])[CH2:20][O:21][C:22]1[CH:27]=[C:26]([O:28][CH3:29])[CH:25]=[CH:24][C:23]=1[C:30]([CH3:34])=[CH:31][C:3]#[N:4])[CH3:17]. (4) Given the reactants [C:1]([C:3]1[CH:4]=[C:5]([CH:10]([CH3:18])[C:11]([O:13][C:14]([CH3:17])([CH3:16])[CH3:15])=[O:12])[CH:6]=[CH:7][C:8]=1F)#[N:2].[Cl:19][C:20]1[CH:21]=[C:22]([CH:33]=[CH:34][C:35]=1[Cl:36])[C:23]([NH:25][C:26]1[CH:31]=[CH:30][C:29]([OH:32])=[CH:28][CH:27]=1)=[O:24].C([O-])([O-])=O.[K+].[K+], predict the reaction product. The product is: [C:1]([C:3]1[CH:4]=[C:5]([CH:10]([CH3:18])[C:11]([O:13][C:14]([CH3:17])([CH3:16])[CH3:15])=[O:12])[CH:6]=[CH:7][C:8]=1[O:32][C:29]1[CH:30]=[CH:31][C:26]([NH:25][C:23](=[O:24])[C:22]2[CH:33]=[CH:34][C:35]([Cl:36])=[C:20]([Cl:19])[CH:21]=2)=[CH:27][CH:28]=1)#[N:2]. (5) The product is: [CH3:1][O:2][C:3]1[N:8]=[C:7]2[CH:9]=[CH:10][N:11]([Si:18]([CH:25]([CH3:27])[CH3:26])([CH:22]([CH3:24])[CH3:23])[CH:19]([CH3:21])[CH3:20])[C:6]2=[CH:5][C:4]=1[B:12]([OH:14])[OH:13]. Given the reactants [CH3:1][O:2][C:3]1[N:8]=[C:7]2[CH:9]=[CH:10][NH:11][C:6]2=[CH:5][C:4]=1[B:12]([OH:14])[OH:13].[H-].[Na+].Cl[Si:18]([CH:25]([CH3:27])[CH3:26])([CH:22]([CH3:24])[CH3:23])[CH:19]([CH3:21])[CH3:20], predict the reaction product. (6) The product is: [O:1]1[C:5]2[CH:6]=[CH:7][C:8]([C:10]3([C:13]([NH:15][C:16]4[CH:17]=[C:18]5[C:22](=[CH:23][CH:24]=4)[NH:21][C:20]([C:25]([OH:27])=[O:26])=[CH:19]5)=[O:14])[CH2:12][CH2:11]3)=[CH:9][C:4]=2[O:3][CH2:2]1. Given the reactants [O:1]1[C:5]2[CH:6]=[CH:7][C:8]([C:10]3([C:13]([NH:15][C:16]4[CH:17]=[C:18]5[C:22](=[CH:23][CH:24]=4)[NH:21][C:20]([C:25]([O:27]CC)=[O:26])=[CH:19]5)=[O:14])[CH2:12][CH2:11]3)=[CH:9][C:4]=2[O:3][CH2:2]1.[Li+].[OH-].Cl, predict the reaction product.